The task is: Predict the reaction yield, written as a fraction of the theoretical maximum amount of product (1.0 means a 100% yield; for example, 0.34 means a 34% yield).. This data is from Reaction yield outcomes from USPTO patents with 853,638 reactions. (1) The reactants are [CH:1]([Mg]Br)=[CH2:2].[Cl:5][C:6]1[C:7]([F:15])=[C:8]([C:11]([F:14])=[CH:12][CH:13]=1)[CH:9]=[O:10]. The catalyst is C1COCC1. The product is [Cl:5][C:6]1[C:7]([F:15])=[C:8]([CH:9]([OH:10])[CH:1]=[CH2:2])[C:11]([F:14])=[CH:12][CH:13]=1. The yield is 1.00. (2) The reactants are [Cl:1][C:2]1[CH:7]=[CH:6][C:5]([O:8][C:9]2[CH:14]=[CH:13][C:12]([CH:15]([OH:36])[CH:16]([CH2:22][C:23]3[CH:28]=[CH:27][CH:26]=[C:25]([O:29][C:30]([F:35])([F:34])[CH:31]([F:33])[F:32])[CH:24]=3)[C:17]([O:19]CC)=[O:18])=[CH:11][CH:10]=2)=[CH:4][C:3]=1[CH2:37][CH3:38].[OH-].[Na+].Cl. The catalyst is CO. The product is [Cl:1][C:2]1[CH:7]=[CH:6][C:5]([O:8][C:9]2[CH:14]=[CH:13][C:12]([CH:15]([OH:36])[CH:16]([CH2:22][C:23]3[CH:28]=[CH:27][CH:26]=[C:25]([O:29][C:30]([F:35])([F:34])[CH:31]([F:33])[F:32])[CH:24]=3)[C:17]([OH:19])=[O:18])=[CH:11][CH:10]=2)=[CH:4][C:3]=1[CH2:37][CH3:38]. The yield is 0.840. (3) The reactants are [OH:1][CH2:2][C:3]1[CH:29]=[CH:28][C:6]([CH2:7][N:8]([CH2:21][C:22]2[CH:27]=[CH:26][CH:25]=[CH:24][N:23]=2)[S:9]([C:12]2[CH:17]=[CH:16][CH:15]=[CH:14][C:13]=2[N+:18]([O-:20])=[O:19])(=[O:11])=[O:10])=[CH:5][CH:4]=1.CCN(CC)CC.[CH3:37][S:38](Cl)(=[O:40])=[O:39].C([O-])(O)=O.[Na+]. The catalyst is C(Cl)Cl. The product is [N+:18]([C:13]1[CH:14]=[CH:15][CH:16]=[CH:17][C:12]=1[S:9]([N:8]([CH2:7][C:6]1[CH:28]=[CH:29][C:3]([CH2:2][O:1][S:38]([CH3:37])(=[O:40])=[O:39])=[CH:4][CH:5]=1)[CH2:21][C:22]1[CH:27]=[CH:26][CH:25]=[CH:24][N:23]=1)(=[O:10])=[O:11])([O-:20])=[O:19]. The yield is 0.950. (4) The reactants are [CH2:1]([N:3]1[C:11]2[C:6](=[CH:7][CH:8]=[CH:9][CH:10]=2)[C:5]([CH:12]=O)=[CH:4]1)[CH3:2].[N+:14]([CH3:17])([O-:16])=[O:15].C([O-])(=O)C.[NH4+].C(OC(=O)C)C. The catalyst is CCCCCC. The product is [CH2:1]([N:3]1[C:11]2[C:6](=[CH:7][CH:8]=[CH:9][CH:10]=2)[C:5]([CH:12]=[CH:17][N+:14]([O-:16])=[O:15])=[CH:4]1)[CH3:2]. The yield is 0.750. (5) The reactants are C[O:2][C:3]([C:5]1[N:6]=[N:7][N:8]([C:11]2[CH:16]=[CH:15][C:14]([Br:17])=[CH:13][CH:12]=2)[C:9]=1[CH3:10])=[O:4].[Li+].[OH-]. The catalyst is C1COCC1.O. The product is [Br:17][C:14]1[CH:15]=[CH:16][C:11]([N:8]2[C:9]([CH3:10])=[C:5]([C:3]([OH:4])=[O:2])[N:6]=[N:7]2)=[CH:12][CH:13]=1. The yield is 1.10. (6) The reactants are [OH:1][C:2]1[CH:7]=[CH:6][C:5]([C:8]2([C:11]([N:13]3[CH2:17][CH2:16][C@@:15]4([C:21]5[CH:22]=[CH:23][CH:24]=[CH:25][C:20]=5[C:19](=[O:26])[O:18]4)[CH2:14]3)=[O:12])[CH2:10][CH2:9]2)=[CH:4][CH:3]=1.N(C(OC(C)C)=O)=NC(OC(C)C)=O.C1(P(C2C=CC=CC=2)C2C=CC=CC=2)C=CC=CC=1.[N:60]1[CH:65]=[CH:64][CH:63]=[CH:62][C:61]=1[CH2:66][CH2:67]O. The catalyst is O1CCCC1. The product is [N:60]1[CH:65]=[CH:64][CH:63]=[CH:62][C:61]=1[CH2:66][CH2:67][O:1][C:2]1[CH:7]=[CH:6][C:5]([C:8]2([C:11]([N:13]3[CH2:17][CH2:16][C@@:15]4([C:21]5[CH:22]=[CH:23][CH:24]=[CH:25][C:20]=5[C:19](=[O:26])[O:18]4)[CH2:14]3)=[O:12])[CH2:10][CH2:9]2)=[CH:4][CH:3]=1. The yield is 0.330.